This data is from Protein-peptide binding for MDM2, ACE2, and 12ca5 with 34 validated binders. The task is: Binary Classification. Given protein and peptide amino acid sequences, predict whether they interact or not. (1) The protein target is MDM2 with sequence MCNTNMSVPTDGAVTTSQIPASEQETLVRPKPLLLKLLKSVGAQKDTYTMKEVLFYLGQYIMTKRLYDEKQQHIVYCSNDLLGDLFGVPSFSVKEHRKIYTMIYRNLVVVNQQESSDSGTSVSENRCHLEGGSDQKDLVQELQEEKPSSSHLVSRPSTSSRRRAISETEENSDELSGERQRKRHKSDSISLSFDESLALCVIREICCERSSSSESTGTPSNPDLDAGVSEHSGDWLDQDSVSDQFSVEFEVESLDSEDYSLSEEGQELSDEDDEVYQVTVYQAGESDTDSFEEDPEISLADYWKCTSCNEMNPPLPSHCNRCWALRENWLPEDKGKDKGEISEKAKLENSTQAEEGFDVPDCKKTIVNDSRESCVEENDDKITQASQSQESEDYSQPSTSSSIIYSSQEDVKEFEREETQDKEESVESSLPLNAIEPCVICQGRPKNGCIVHGKTGHLMACFTCAKKLKKRNKPCPVCRQPIQMIVLTYFP. The peptide is AAAAAYWAALAPK. (2) The peptide is VTYYGSGPQWFWK. The protein target is ACE2 with sequence MSSSSWLLLSLVAVTAAQSTIEEQAKTFLDKFNHEAEDLFYQSSLASWNYNTNITEENVQNMNNAGDKWSAFLKEQSTLAQMYPLQEIQNLTVKLQLQALQQNGSSVLSEDKSKRLNTILNTMSTIYSTGKVCNPDNPQECLLLEPGLNEIMANSLDYNERLWAWESWRSEVGKQLRPLYEEYVVLKNEMARANHYEDYGDYWRGDYEVNGVDGYDYSRGQLIEDVEHTFEEIKPLYEHLHAYVRAKLMNAYPSYISPIGCLPAHLLGDMWGRFWTNLYSLTVPFGQKPNIDVTDAMVDQAWDAQRIFKEAEKFFVSVGLPNMTQGFWENSMLTDPGNVQKAVCHPTAWDLGKGDFRILMCTKVTMDDFLTAHHEMGHIQYDMAYAAQPFLLRNGANEGFHEAVGEIMSLSAATPKHLKSIGLLSPDFQEDNETEINFLLKQALTIVGTLPFTYMLEKWRWMVFKGEIPKDQWMKKWWEMKREIVGVVEPVPHDETYCDP.... (3) The protein target is MDM2 with sequence MCNTNMSVPTDGAVTTSQIPASEQETLVRPKPLLLKLLKSVGAQKDTYTMKEVLFYLGQYIMTKRLYDEKQQHIVYCSNDLLGDLFGVPSFSVKEHRKIYTMIYRNLVVVNQQESSDSGTSVSENRCHLEGGSDQKDLVQELQEEKPSSSHLVSRPSTSSRRRAISETEENSDELSGERQRKRHKSDSISLSFDESLALCVIREICCERSSSSESTGTPSNPDLDAGVSEHSGDWLDQDSVSDQFSVEFEVESLDSEDYSLSEEGQELSDEDDEVYQVTVYQAGESDTDSFEEDPEISLADYWKCTSCNEMNPPLPSHCNRCWALRENWLPEDKGKDKGEISEKAKLENSTQAEEGFDVPDCKKTIVNDSRESCVEENDDKITQASQSQESEDYSQPSTSSSIIYSSQEDVKEFEREETQDKEESVESSLPLNAIEPCVICQGRPKNGCIVHGKTGHLMACFTCAKKLKKRNKPCPVCRQPIQMIVLTYFP. The peptide is ASFAAYWAALAAK. The binding affinity (KD) is 67.8 nM.